This data is from Peptide-MHC class II binding affinity with 134,281 pairs from IEDB. The task is: Regression. Given a peptide amino acid sequence and an MHC pseudo amino acid sequence, predict their binding affinity value. This is MHC class II binding data. The peptide sequence is FDWLEIICFHEYLSS. The MHC is DRB1_0101 with pseudo-sequence DRB1_0101. The binding affinity (normalized) is 0.430.